Dataset: Drug-target binding data from BindingDB using Ki measurements. Task: Regression. Given a target protein amino acid sequence and a drug SMILES string, predict the binding affinity score between them. We predict pKi (pKi = -log10(Ki in M); higher means stronger inhibition). Dataset: bindingdb_ki. (1) The small molecule is NC(CCCC1CCCCC1)C(=O)O. The target protein (O08532) has sequence MAAGCLLALTLTLFQSGLIGPSSEEPFPSPVTIKSWVDKMQEDLVTLAKTASGVTQLADIYEKYQDLYTVEPNNARQLVEIAARDIEKLLSNRSKALVRLAMEAEKVQAAHQWREDFASNEVVYYNAKDDLDPERNESEPGSQRIKPVFIEDANFGRQISYQHAAVHIPTDIYEGSTIVLNELNWTSALDEVFKRNRDEDPTLLWQVFGSATGLARYYPASPWVDNSRTPNKIDLYDVRRRPWYIQGAASPKDMLILVDVSGSVSGLTLKLIRTSVSEMLETLSDDDFVNVASFNSNAQDVSCFQHLVQANVRNKKVLKDAVNNITAKGITDYKKGFSFAFEQLLNYNVSRANCNKIIMLFTDGGEERAQEIFAKYNKDKKVRVFTFSVGQHNYDRGPIQWMACENKGYYYEIPSIGAIRINTQEYLDVLGRPMVLAGDKAKQVQWTNVYLDALELGLVITGTLPVFNVTGQSENKTNLKNQLILGVMGVDVSLEDIKRL.... The pKi is 7.2. (2) The compound is NS(=O)(=O)c1ccc(NC(=S)N/N=C2\C(=O)Nc3c(F)cccc32)cc1. The target protein (O75493) has sequence MGAAARLSAPRALVLWAALGAAAHIGPAPDPEDWWSYKDNLQGNFVPGPPFWGLVNAAWSLCAVGKRQSPVDVELKRVLYDPFLPPLRLSTGGEKLRGTLYNTGRHVSFLPAPRPVVNVSGGPLLYSHRLSELRLLFGARDGAGSEHQINHQGFSAEVQLIHFNQELYGNFSAASRGPNGLAILSLFVNVASTSNPFLSRLLNRDTITRISYKNDAYFLQDLSLELLFPESFGFITYQGSLSTPPCSETVTWILIDRALNITSLQMHSLRLLSQNPPSQIFQSLSGNSRPLQPLAHRALRGNRDPRHPERRCRGPNYRLHVDGVPHGR. The pKi is 7.3.